Task: Predict the product of the given reaction.. Dataset: Forward reaction prediction with 1.9M reactions from USPTO patents (1976-2016) (1) Given the reactants [CH2:1]([O:8][C:9]([N:11]1[CH2:23][CH2:22][C:21]2[C:20]3[C:15](=[CH:16][CH:17]=[CH:18][CH:19]=3)[NH:14][C:13]=2[CH:12]1[C:24]1[CH:29]=[CH:28][C:27]2[O:30][CH2:31][O:32][C:26]=2[CH:25]=1)=[O:10])[C:2]1[CH:7]=[CH:6][CH:5]=[CH:4][CH:3]=1.CC(C)([O-:36])C.[K+].O=O.C(O)(=O)C, predict the reaction product. The product is: [CH2:1]([O:8][C:9]([N:11]1[CH2:23][C:22]2[C:21](=[O:36])[C:20]3[CH:19]=[CH:18][CH:17]=[CH:16][C:15]=3[NH:14][C:13]=2[CH:12]1[C:24]1[CH:29]=[CH:28][C:27]2[O:30][CH2:31][O:32][C:26]=2[CH:25]=1)=[O:10])[C:2]1[CH:3]=[CH:4][CH:5]=[CH:6][CH:7]=1. (2) Given the reactants [C:1]1([CH:7]([NH:9][C:10]2[S:11][C:12]3[C:18]([NH2:19])=[CH:17][CH:16]=[CH:15][C:13]=3[N:14]=2)[CH3:8])[CH:6]=[CH:5][CH:4]=[CH:3][CH:2]=1.[CH:20](=O)[CH2:21][CH3:22].C(O[BH-](O[C:34](=O)[CH3:35])OC(=O)C)(=O)C.[Na+].Cl[CH:39](Cl)C, predict the reaction product. The product is: [C:1]1([CH:7]([NH:9][C:10]2[S:11][C:12]3[C:18]([N:19]([CH2:39][CH2:34][CH3:35])[CH2:20][CH2:21][CH3:22])=[CH:17][CH:16]=[CH:15][C:13]=3[N:14]=2)[CH3:8])[CH:2]=[CH:3][CH:4]=[CH:5][CH:6]=1.